Dataset: Catalyst prediction with 721,799 reactions and 888 catalyst types from USPTO. Task: Predict which catalyst facilitates the given reaction. Reactant: [F:1][C:2]1[CH:7]=[CH:6][C:5]([N+:8]([O-])=O)=[CH:4][C:3]=1[C@:11]1([CH3:20])[CH2:16][S:15](=[O:18])(=[O:17])[CH2:14][C:13]([NH2:19])=[N:12]1.C(N(CC)CC)C. Product: [NH2:8][C:5]1[CH:6]=[CH:7][C:2]([F:1])=[C:3]([C@:11]2([CH3:20])[CH2:16][S:15](=[O:17])(=[O:18])[CH2:14][C:13]([NH2:19])=[N:12]2)[CH:4]=1. The catalyst class is: 29.